From a dataset of Full USPTO retrosynthesis dataset with 1.9M reactions from patents (1976-2016). Predict the reactants needed to synthesize the given product. Given the product [CH2:33]([NH:35][C:36]([NH:1][C:2]1[S:3][C:4]2[CH:32]=[CH:31][CH:30]=[CH:29][C:5]=2[C:6]=1[C:7]([N:9]1[CH2:14][CH2:13][CH:12]([N:15]2[CH2:28][CH2:27][CH2:26][C:17]3([C:21](=[O:22])[N:20]([CH2:23][CH3:24])[C:19](=[O:25])[CH2:18]3)[CH2:16]2)[CH2:11][CH2:10]1)=[O:8])=[O:37])[CH3:34], predict the reactants needed to synthesize it. The reactants are: [NH2:1][C:2]1[S:3][C:4]2[CH:32]=[CH:31][CH:30]=[CH:29][C:5]=2[C:6]=1[C:7]([N:9]1[CH2:14][CH2:13][CH:12]([N:15]2[CH2:28][CH2:27][CH2:26][C:17]3([C:21](=[O:22])[N:20]([CH2:23][CH3:24])[C:19](=[O:25])[CH2:18]3)[CH2:16]2)[CH2:11][CH2:10]1)=[O:8].[CH2:33]([N:35]=[C:36]=[O:37])[CH3:34].C(OC(C)C)(C)C.